This data is from Catalyst prediction with 721,799 reactions and 888 catalyst types from USPTO. The task is: Predict which catalyst facilitates the given reaction. (1) Reactant: Cl.[CH3:2][O:3][NH:4][CH3:5].[Cl:6][C:7]1[N:15]=[C:14]([Cl:16])[CH:13]=[CH:12][C:8]=1[C:9](Cl)=[O:10]. Product: [Cl:6][C:7]1[N:15]=[C:14]([Cl:16])[CH:13]=[CH:12][C:8]=1[C:9]([N:4]([O:3][CH3:2])[CH3:5])=[O:10]. The catalyst class is: 2. (2) Reactant: C(O[C:6](=[O:15])[NH:7][CH2:8][CH2:9][NH:10][S:11]([CH3:14])(=[O:13])=[O:12])(C)(C)C.FC(F)(F)C(O)=O.COC([C:27]1[C:36]([OH:37])=[C:35]2[C:30]([CH:31]=[CH:32][C:33](=[O:45])[N:34]2[CH2:38][C:39]2[CH:44]=[CH:43][CH:42]=[CH:41][CH:40]=2)=[CH:29][N:28]=1)=O. Product: [CH3:14][S:11]([NH:10][CH2:9][CH2:8][NH:7][C:6]([C:27]1[C:36]([OH:37])=[C:35]2[C:30]([CH:31]=[CH:32][C:33](=[O:45])[N:34]2[CH2:38][C:39]2[CH:40]=[CH:41][CH:42]=[CH:43][CH:44]=2)=[CH:29][N:28]=1)=[O:15])(=[O:12])=[O:13]. The catalyst class is: 91. (3) Reactant: [Br:1][C:2]1[CH:39]=[CH:38][C:5]2[N:6]=[C:7]([NH:9][C@H:10]([C:31]([O:33]C(C)(C)C)=[O:32])[CH2:11][C:12]3[CH:17]=[CH:16][C:15]([O:18][CH2:19][CH2:20][CH2:21][C:22](=[O:30])[NH:23][C:24]4[NH:25][CH2:26][CH2:27][CH2:28][N:29]=4)=[CH:14][CH:13]=3)[S:8][C:4]=2[CH:3]=1.C(O)(C(F)(F)F)=O. Product: [Br:1][C:2]1[CH:39]=[CH:38][C:5]2[N:6]=[C:7]([NH:9][C@H:10]([C:31]([OH:33])=[O:32])[CH2:11][C:12]3[CH:17]=[CH:16][C:15]([O:18][CH2:19][CH2:20][CH2:21][C:22](=[O:30])[NH:23][C:24]4[NH:25][CH2:26][CH2:27][CH2:28][N:29]=4)=[CH:14][CH:13]=3)[S:8][C:4]=2[CH:3]=1. The catalyst class is: 4. (4) Reactant: C(OC([N:8]1[CH2:13][CH2:12][N:11]([CH2:14][CH2:15][CH2:16][O:17][C:18]2[CH:23]=[CH:22][C:21]([C:24]3([C:30]#[N:31])[CH2:29][CH2:28][O:27][CH2:26][CH2:25]3)=[CH:20][CH:19]=2)[CH2:10][CH2:9]1)=O)(C)(C)C.CO.Cl. Product: [N:11]1([CH2:14][CH2:15][CH2:16][O:17][C:18]2[CH:19]=[CH:20][C:21]([C:24]3([C:30]#[N:31])[CH2:29][CH2:28][O:27][CH2:26][CH2:25]3)=[CH:22][CH:23]=2)[CH2:12][CH2:13][NH:8][CH2:9][CH2:10]1. The catalyst class is: 12. (5) Reactant: [Br:1][C:2]1[CH:7]=[C:6]([Cl:8])[CH:5]=[CH:4][C:3]=1[OH:9].[CH2:10]([O:12][C:13](=[O:18])[C:14](Br)([CH3:16])[CH3:15])[CH3:11].C([O-])([O-])=O.[K+].[K+].O. Product: [Br:1][C:2]1[CH:7]=[C:6]([Cl:8])[CH:5]=[CH:4][C:3]=1[O:9][C:14]([CH3:16])([CH3:15])[C:13]([O:12][CH2:10][CH3:11])=[O:18]. The catalyst class is: 3. (6) Reactant: C(OC([NH:11][C@H:12]1[CH2:17][CH2:16][N:15]([C:18]2[O:19][C:20]([CH2:30][CH3:31])=[C:21]([C:23]([O:25][CH2:26][CH2:27][CH2:28][CH3:29])=[O:24])[N:22]=2)[CH2:14][C@H:13]1[O:32][CH2:33][CH3:34])=O)C1C=CC=CC=1. Product: [NH2:11][C@H:12]1[CH2:17][CH2:16][N:15]([C:18]2[O:19][C:20]([CH2:30][CH3:31])=[C:21]([C:23]([O:25][CH2:26][CH2:27][CH2:28][CH3:29])=[O:24])[N:22]=2)[CH2:14][C@H:13]1[O:32][CH2:33][CH3:34]. The catalyst class is: 43.